This data is from Forward reaction prediction with 1.9M reactions from USPTO patents (1976-2016). The task is: Predict the product of the given reaction. (1) Given the reactants [N+:1]([C:4]1[CH:9]=[CH:8][C:7](B(O)O)=[CH:6][CH:5]=1)([O-:3])=[O:2].[S:13]1[CH2:18][CH:17]=[C:16](OS(C(F)(F)F)(=O)=O)[CH2:15][CH2:14]1.[Cl-].[Li+].C([O-])([O-])=O.[Na+].[Na+], predict the reaction product. The product is: [N+:1]([C:4]1[CH:9]=[CH:8][C:7]([C:16]2[CH2:17][CH2:18][S:13][CH2:14][CH:15]=2)=[CH:6][CH:5]=1)([O-:3])=[O:2]. (2) Given the reactants [CH2:1]([O:3][C:4](=[O:19])[C:5]1[CH:10]=[C:9]([O:11][C:12]([F:15])([F:14])[F:13])[C:8]([CH:16]=[O:17])=[CH:7][C:6]=1[NH2:18])[CH3:2].C(OC(=O)C1C=C(C(F)(F)F)C(C=O)=C([Cl:36])C=1N)C, predict the reaction product. The product is: [CH2:1]([O:3][C:4](=[O:19])[C:5]1[CH:10]=[C:9]([O:11][C:12]([F:13])([F:14])[F:15])[C:8]([CH:16]=[O:17])=[C:7]([Cl:36])[C:6]=1[NH2:18])[CH3:2]. (3) Given the reactants CN([P+](ON1N=NC2C=CC=CC1=2)(N(C)C)N(C)C)C.F[P-](F)(F)(F)(F)F.C(N(CC)CC)C.[NH2:35][C:36]1[N:44]=[CH:43][CH:42]=[CH:41][C:37]=1[C:38]([OH:40])=O.[C:45]1([CH2:51][CH2:52][C:53]2[CH:60]=[CH:59][C:56]([CH2:57][NH2:58])=[CH:55][CH:54]=2)[CH:50]=[CH:49][CH:48]=[CH:47][CH:46]=1, predict the reaction product. The product is: [C:45]1([CH2:51][CH2:52][C:53]2[CH:54]=[CH:55][C:56]([CH2:57][NH:58][C:38](=[O:40])[C:37]3[CH:41]=[CH:42][CH:43]=[N:44][C:36]=3[NH2:35])=[CH:59][CH:60]=2)[CH:50]=[CH:49][CH:48]=[CH:47][CH:46]=1. (4) Given the reactants C(OC([N:8]1[CH2:17][CH2:16][C:15]2[C:10](=[CH:11][CH:12]=[C:13]([NH:18][C:19]([NH:21][C:22]3[CH:27]=[C:26]([F:28])[CH:25]=[CH:24][C:23]=3[O:29][CH3:30])=[O:20])[CH:14]=2)[CH2:9]1)=O)(C)(C)C.[ClH:31], predict the reaction product. The product is: [ClH:31].[F:28][C:26]1[CH:25]=[CH:24][C:23]([O:29][CH3:30])=[C:22]([NH:21][C:19]([NH:18][C:13]2[CH:14]=[C:15]3[C:10](=[CH:11][CH:12]=2)[CH2:9][NH:8][CH2:17][CH2:16]3)=[O:20])[CH:27]=1. (5) Given the reactants [CH3:1][N:2]([CH3:15])[C:3]1[N:11]=[CH:10][C:9]([N+:12]([O-:14])=[O:13])=[CH:8][C:4]=1C(O)=O.C1(P(N=[N+]=[N-])(C2C=CC=CC=2)=[O:23])C=CC=CC=1.C([N:35]([CH2:38]C)CC)C.[C:40]([OH:44])([CH3:43])([CH3:42])[CH3:41], predict the reaction product. The product is: [CH3:15][N:2]([CH3:1])[C:3]1[C:4]([NH:35][C:38](=[O:23])[O:44][C:40]([CH3:43])([CH3:42])[CH3:41])=[CH:8][C:9]([N+:12]([O-:14])=[O:13])=[CH:10][N:11]=1. (6) Given the reactants [H-].[Na+].[NH:3]1[C:11]2[C:6](=[CH:7][CH:8]=[CH:9][N:10]=2)[CH:5]=[CH:4]1.[CH3:12][Si:13]([CH3:20])([CH3:19])[CH2:14][CH2:15][O:16][CH2:17]Cl.O, predict the reaction product. The product is: [CH3:12][Si:13]([CH3:20])([CH3:19])[CH2:14][CH2:15][O:16][CH2:17][N:3]1[C:11]2=[N:10][CH:9]=[CH:8][CH:7]=[C:6]2[CH:5]=[CH:4]1. (7) Given the reactants C([O:8][C:9]1[CH:14]=[C:13](/[CH:15]=[CH:16]/[CH2:17][C:18]2[CH:23]=[CH:22][CH:21]=[CH:20][CH:19]=2)[CH:12]=[CH:11][C:10]=1[N:24]1[S:28](=[O:30])(=[O:29])[NH:27][C:26](=[O:31])[CH2:25]1)C1C=CC=CC=1, predict the reaction product. The product is: [OH:8][C:9]1[CH:14]=[C:13]([CH2:15][CH2:16][CH2:17][C:18]2[CH:23]=[CH:22][CH:21]=[CH:20][CH:19]=2)[CH:12]=[CH:11][C:10]=1[N:24]1[S:28](=[O:30])(=[O:29])[NH:27][C:26](=[O:31])[CH2:25]1.